Dataset: Full USPTO retrosynthesis dataset with 1.9M reactions from patents (1976-2016). Task: Predict the reactants needed to synthesize the given product. The reactants are: [S:1]1[CH:5]=[C:4](C(O)=O)[N:3]=[CH:2]1.C([N:11]([CH2:14]C)CC)C.C1C=CC([O:22]P(OC2C=CC=CC=2)(N=[N+]=[N-])=O)=CC=1.[C:35]([OH:39])([CH3:38])([CH3:37])[CH3:36]. Given the product [C:35]([O:39][C:14](=[O:22])[NH:11][C:4]1[N:3]=[CH:2][S:1][CH:5]=1)([CH3:38])([CH3:37])[CH3:36], predict the reactants needed to synthesize it.